This data is from Catalyst prediction with 721,799 reactions and 888 catalyst types from USPTO. The task is: Predict which catalyst facilitates the given reaction. Reactant: [C:1]1([CH2:7][O:8][C:9]2[CH:17]=[CH:16][CH:15]=[CH:14][C:10]=2[C:11]([OH:13])=O)[CH:6]=[CH:5][CH:4]=[CH:3][CH:2]=1.CN(C(ON1N=NC2C=CC=NC1=2)=[N+](C)C)C.F[P-](F)(F)(F)(F)F.[NH2:42]/[C:43](/[CH3:49])=[CH:44]\[C:45]([O:47][CH3:48])=[O:46].CCOC(C)=O. Product: [C:1]1([CH2:7][O:8][C:9]2[CH:17]=[CH:16][CH:15]=[CH:14][C:10]=2[C:11]([NH:42]/[C:43](/[CH3:49])=[CH:44]\[C:45]([O:47][CH3:48])=[O:46])=[O:13])[CH:2]=[CH:3][CH:4]=[CH:5][CH:6]=1. The catalyst class is: 26.